From a dataset of Full USPTO retrosynthesis dataset with 1.9M reactions from patents (1976-2016). Predict the reactants needed to synthesize the given product. (1) Given the product [CH2:13]([C:12]1[O:1][C:2]2[CH:9]=[CH:8][C:5]([C:6]#[N:7])=[CH:4][C:3]=2[CH:11]=1)[CH2:14][CH2:15][CH2:16][CH2:17][CH2:18][CH2:19][CH3:20], predict the reactants needed to synthesize it. The reactants are: [OH:1][C:2]1[CH:9]=[CH:8][C:5]([C:6]#[N:7])=[CH:4][C:3]=1I.[CH:11]#[C:12][CH2:13][CH2:14][CH2:15][CH2:16][CH2:17][CH2:18][CH2:19][CH3:20].C1(P(C2C=CC=CC=2)C2C=CC=CC=2)C=CC=CC=1.C(N(CC)CC)C. (2) The reactants are: [OH:1][CH:2]1[CH2:5][N:4]([C:6]([N:8]2[CH2:13][CH:12]([C:14]3[CH:19]=[CH:18][C:17]([C:20]([F:23])([F:22])[F:21])=[CH:16][CH:15]=3)[CH2:11][CH:10]([C:24]([OH:26])=O)[CH2:9]2)=[O:7])[CH2:3]1.O[N:28]=[C:29]([NH2:33])[CH:30]([CH3:32])[CH3:31]. Given the product [OH:1][CH:2]1[CH2:3][N:4]([C:6]([N:8]2[CH2:13][CH:12]([C:14]3[CH:19]=[CH:18][C:17]([C:20]([F:22])([F:21])[F:23])=[CH:16][CH:15]=3)[CH2:11][CH:10]([C:24]3[O:26][N:33]=[C:29]([CH:30]([CH3:32])[CH3:31])[N:28]=3)[CH2:9]2)=[O:7])[CH2:5]1, predict the reactants needed to synthesize it.